Task: Regression. Given a peptide amino acid sequence and an MHC pseudo amino acid sequence, predict their binding affinity value. This is MHC class I binding data.. Dataset: Peptide-MHC class I binding affinity with 185,985 pairs from IEDB/IMGT (1) The peptide sequence is YTFEPHYFY. The MHC is HLA-B38:01 with pseudo-sequence HLA-B38:01. The binding affinity (normalized) is 0.0847. (2) The peptide sequence is EAEYEENKI. The MHC is Mamu-B01 with pseudo-sequence Mamu-B01. The binding affinity (normalized) is 0.449. (3) The peptide sequence is IILAALFMY. The MHC is HLA-A11:01 with pseudo-sequence HLA-A11:01. The binding affinity (normalized) is 1.00.